From a dataset of Catalyst prediction with 721,799 reactions and 888 catalyst types from USPTO. Predict which catalyst facilitates the given reaction. (1) The catalyst class is: 1. Reactant: CCOP(ON1N=NC2C=CC=CC=2C1=O)(OCC)=O.CCN(C(C)C)C(C)C.[CH3:30][O:31][C:32](=[O:44])[C:33]1[CH:41]=[C:40]([O:42][CH3:43])[CH:39]=[C:35]([C:36]([OH:38])=O)[CH:34]=1.[NH2:45][C:46]1[CH:51]=[CH:50][CH:49]=[CH:48][C:47]=1[NH:52][C:53](=[O:59])[O:54][C:55]([CH3:58])([CH3:57])[CH3:56]. Product: [CH3:30][O:31][C:32](=[O:44])[C:33]1[CH:41]=[C:40]([O:42][CH3:43])[CH:39]=[C:35]([C:36]([NH:45][C:46]2[CH:51]=[CH:50][CH:49]=[CH:48][C:47]=2[NH:52][C:53]([O:54][C:55]([CH3:58])([CH3:57])[CH3:56])=[O:59])=[O:38])[CH:34]=1. (2) Reactant: [CH3:1][O:2][C:3](=[O:34])[C:4]1[CH:9]=[CH:8][C:7]([NH:10][C:11](=O)[C:12]([C:17]2[CH:22]=[CH:21][C:20]([O:23][CH2:24][C:25]3[CH:30]=[CH:29][CH:28]=[CH:27][CH:26]=3)=[C:19]([CH3:31])[CH:18]=2)([CH2:15][CH3:16])[CH2:13][CH3:14])=[C:6]([OH:33])[CH:5]=1.S(O)(C1C=CC(C)=CC=1)(=O)=O.O. Product: [CH3:1][O:2][C:3]([C:4]1[CH:9]=[CH:8][C:7]2[N:10]=[C:11]([C:12]([C:17]3[CH:22]=[CH:21][C:20]([O:23][CH2:24][C:25]4[CH:26]=[CH:27][CH:28]=[CH:29][CH:30]=4)=[C:19]([CH3:31])[CH:18]=3)([CH2:15][CH3:16])[CH2:13][CH3:14])[O:33][C:6]=2[CH:5]=1)=[O:34]. The catalyst class is: 11. (3) Reactant: C([O:3][C:4]([C:6]1[C:7]([C:12]2[CH:17]=[CH:16][C:15]([F:18])=[CH:14][N:13]=2)=[N:8][O:9][C:10]=1[CH3:11])=O)C.O.[OH-].[Na+]. Product: [F:18][C:15]1[CH:16]=[CH:17][C:12]([C:7]2[C:6]([CH2:4][OH:3])=[C:10]([CH3:11])[O:9][N:8]=2)=[N:13][CH:14]=1. The catalyst class is: 1. (4) Reactant: [CH3:1][NH:2][C:3]1[CH:8]=[C:7]([O:9][C:10]2[CH:11]=[C:12]3[C:17](=[CH:18][CH:19]=2)[C:16]([C:20](O)=[O:21])=[CH:15][CH:14]=[CH:13]3)[CH:6]=[CH:5][N:4]=1.[CH3:23][O:24][C:25]1[CH:30]=[CH:29][C:28]([NH2:31])=[CH:27][CH:26]=1.CCN(C(C)C)C(C)C.CN(C(ON1N=NC2C=CC=CC1=2)=[N+](C)C)C.[B-](F)(F)(F)F. Product: [CH3:1][NH:2][C:3]1[CH:8]=[C:7]([O:9][C:10]2[CH:11]=[C:12]3[C:17](=[CH:18][CH:19]=2)[C:16]([C:20]([NH:31][C:28]2[CH:29]=[CH:30][C:25]([O:24][CH3:23])=[CH:26][CH:27]=2)=[O:21])=[CH:15][CH:14]=[CH:13]3)[CH:6]=[CH:5][N:4]=1. The catalyst class is: 3. (5) Reactant: [NH2:1][C:2]1[C:3]2[N:11]=[C:10]([C:12]3[CH:13]=[C:14]([CH:18]=[CH:19][CH:20]=3)[C:15]([OH:17])=O)[CH:9]=[CH:8][C:4]=2[N:5]=[CH:6][N:7]=1.[CH:21]1([NH2:25])[CH2:24][CH2:23][CH2:22]1.CN(C(ON1N=NC2C=CC=NC1=2)=[N+](C)C)C.F[P-](F)(F)(F)(F)F.CCN(C(C)C)C(C)C. Product: [NH2:1][C:2]1[C:3]2[N:11]=[C:10]([C:12]3[CH:13]=[C:14]([CH:18]=[CH:19][CH:20]=3)[C:15]([NH:25][CH:21]3[CH2:24][CH2:23][CH2:22]3)=[O:17])[CH:9]=[CH:8][C:4]=2[N:5]=[CH:6][N:7]=1. The catalyst class is: 3. (6) The catalyst class is: 222. Product: [CH3:21][C:18]1[O:17][C:16]([C:14]2[O:15][C:11]3[CH:10]=[CH:9][CH:8]=[C:7]([N:86]4[CH2:85][CH2:84][N:83]([C:76]([O:78][C:79]([CH3:82])([CH3:81])[CH3:80])=[O:77])[CH2:88][CH2:87]4)[C:12]=3[CH:13]=2)=[N:20][N:19]=1. Reactant: FC(F)(F)S(O[C:7]1[C:12]2[CH:13]=[C:14]([C:16]3[O:17][C:18]([CH3:21])=[N:19][N:20]=3)[O:15][C:11]=2[CH:10]=[CH:9][CH:8]=1)(=O)=O.C([O-])([O-])=O.[Cs+].[Cs+].C1C=CC(P(C2C=CC3C(=CC=CC=3)C=2C2C3C(=CC=CC=3)C=CC=2P(C2C=CC=CC=2)C2C=CC=CC=2)C2C=CC=CC=2)=CC=1.[C:76]([N:83]1[CH2:88][CH2:87][NH:86][CH2:85][CH2:84]1)([O:78][C:79]([CH3:82])([CH3:81])[CH3:80])=[O:77].[NH4+].[Cl-].